This data is from Peptide-MHC class II binding affinity with 134,281 pairs from IEDB. The task is: Regression. Given a peptide amino acid sequence and an MHC pseudo amino acid sequence, predict their binding affinity value. This is MHC class II binding data. (1) The peptide sequence is YQQGVTVDSIGM. The MHC is DRB1_0101 with pseudo-sequence DRB1_0101. The binding affinity (normalized) is 0.194. (2) The peptide sequence is SSYAATEVANAAAAS. The MHC is HLA-DQA10102-DQB10502 with pseudo-sequence HLA-DQA10102-DQB10502. The binding affinity (normalized) is 0.146. (3) The peptide sequence is LGASQRGVGVAQGGV. The MHC is HLA-DQA10601-DQB10402 with pseudo-sequence HLA-DQA10601-DQB10402. The binding affinity (normalized) is 0.247. (4) The peptide sequence is EPFPKRVWEQIFSTW. The MHC is DRB3_0101 with pseudo-sequence DRB3_0101. The binding affinity (normalized) is 0.101. (5) The peptide sequence is ATERFRWLLIDLLRE. The MHC is H-2-IAb with pseudo-sequence H-2-IAb. The binding affinity (normalized) is 0.185. (6) The peptide sequence is NRFSYIPNGALKFVD. The MHC is DRB4_0101 with pseudo-sequence DRB4_0103. The binding affinity (normalized) is 0.156.